Regression. Given a peptide amino acid sequence and an MHC pseudo amino acid sequence, predict their binding affinity value. This is MHC class I binding data. From a dataset of Peptide-MHC class I binding affinity with 185,985 pairs from IEDB/IMGT. (1) The peptide sequence is VVECLTVPNI. The MHC is HLA-A02:01 with pseudo-sequence HLA-A02:01. The binding affinity (normalized) is 0.227. (2) The peptide sequence is RILHNFAYSL. The binding affinity (normalized) is 0.195. The MHC is Mamu-A11 with pseudo-sequence Mamu-A11.